This data is from Forward reaction prediction with 1.9M reactions from USPTO patents (1976-2016). The task is: Predict the product of the given reaction. (1) Given the reactants [NH2:1][C@@H:2]1[CH2:7][CH2:6][C@H:5]([NH:8][C:9]2[N:18]=[C:17]([N:19]([CH3:21])[CH3:20])[C:16]3[C:11](=[CH:12][CH:13]=[CH:14][CH:15]=3)[N:10]=2)[CH2:4][CH2:3]1.[Br:22][CH:23]([CH3:27])[C:24](Br)=[O:25], predict the reaction product. The product is: [Br:22][CH:23]([CH3:27])[C:24]([NH:1][C@H:2]1[CH2:3][CH2:4][C@@H:5]([NH:8][C:9]2[N:18]=[C:17]([N:19]([CH3:21])[CH3:20])[C:16]3[C:11](=[CH:12][CH:13]=[CH:14][CH:15]=3)[N:10]=2)[CH2:6][CH2:7]1)=[O:25]. (2) Given the reactants [C:1]([C:3]1[CH:8]=[CH:7][C:6]([C:9]([F:12])([F:11])[F:10])=[CH:5][CH:4]=1)#[CH:2].[CH3:13][O:14][C:15](=[O:45])[CH2:16][O:17][C:18]1[CH:23]=[CH:22][C:21]([O:24][CH2:25][C:26]#[C:27][C:28]2[CH:33]=[C:32]([C:34]#[C:35][CH2:36][N:37]3[CH2:42][CH2:41][CH2:40][CH2:39][CH2:38]3)[CH:31]=[C:30](Br)[CH:29]=2)=[CH:20][C:19]=1[CH3:44], predict the reaction product. The product is: [CH3:13][O:14][C:15](=[O:45])[CH2:16][O:17][C:18]1[CH:23]=[CH:22][C:21]([O:24][CH2:25][C:26]#[C:27][C:28]2[CH:29]=[C:30]([C:2]#[C:1][C:3]3[CH:8]=[CH:7][C:6]([C:9]([F:10])([F:11])[F:12])=[CH:5][CH:4]=3)[CH:31]=[C:32]([C:34]#[C:35][CH2:36][N:37]3[CH2:42][CH2:41][CH2:40][CH2:39][CH2:38]3)[CH:33]=2)=[CH:20][C:19]=1[CH3:44]. (3) Given the reactants [CH3:1][S:2]([CH2:4][CH2:5][O:6][C:7]1[CH:8]=[C:9]([CH:12]=[CH:13][CH:14]=1)[CH:10]=[O:11])=[O:3].[BH4-].[Na+], predict the reaction product. The product is: [CH3:1][S:2]([CH2:4][CH2:5][O:6][C:7]1[CH:8]=[C:9]([CH2:10][OH:11])[CH:12]=[CH:13][CH:14]=1)=[O:3].